Dataset: Full USPTO retrosynthesis dataset with 1.9M reactions from patents (1976-2016). Task: Predict the reactants needed to synthesize the given product. Given the product [NH2:32][C:9]1[C:8]2[N:18]=[C:5]([CH2:4][CH2:3][O:2][CH3:1])[N:6]([CH2:19][CH2:20][O:21][CH2:22][CH2:23][NH:24][C:25](=[O:31])[O:26][C:27]([CH3:30])([CH3:29])[CH3:28])[C:7]=2[C:16]2[CH:15]=[CH:14][CH:13]=[CH:12][C:11]=2[N:10]=1, predict the reactants needed to synthesize it. The reactants are: [CH3:1][O:2][CH2:3][CH2:4][C:5]1[N:6]([CH2:19][CH2:20][O:21][CH2:22][CH2:23][NH:24][C:25](=[O:31])[O:26][C:27]([CH3:30])([CH3:29])[CH3:28])[C:7]2[C:16]3[CH:15]=[CH:14][CH:13]=[CH:12][C:11]=3[N+:10]([O-])=[CH:9][C:8]=2[N:18]=1.[NH4+:32].[OH-].C1(C)C=CC(S(Cl)(=O)=O)=CC=1.C(Cl)(Cl)Cl.